From a dataset of Forward reaction prediction with 1.9M reactions from USPTO patents (1976-2016). Predict the product of the given reaction. Given the reactants [CH3:1][N:2]([CH3:19])[CH2:3][CH2:4][N:5]1[CH2:11][CH2:10][CH2:9][C:8]2[NH:12][C:13]([CH:16]=O)=[C:14]([CH3:15])[C:7]=2[C:6]1=[O:18].[F:20][C:21]1[CH:22]=[C:23]([C:27]2[CH:35]=[CH:34][CH:33]=[C:32]3[C:28]=2[CH2:29][C:30](=[O:36])[NH:31]3)[CH:24]=[CH:25][CH:26]=1, predict the reaction product. The product is: [CH3:1][N:2]([CH3:19])[CH2:3][CH2:4][N:5]1[CH2:11][CH2:10][CH2:9][C:8]2[NH:12][C:13](/[CH:16]=[C:29]3\[C:30](=[O:36])[NH:31][C:32]4[C:28]\3=[C:27]([C:23]3[CH:24]=[CH:25][CH:26]=[C:21]([F:20])[CH:22]=3)[CH:35]=[CH:34][CH:33]=4)=[C:14]([CH3:15])[C:7]=2[C:6]1=[O:18].